Regression. Given two drug SMILES strings and cell line genomic features, predict the synergy score measuring deviation from expected non-interaction effect. From a dataset of NCI-60 drug combinations with 297,098 pairs across 59 cell lines. (1) Drug 1: C1CCC(CC1)NC(=O)N(CCCl)N=O. Drug 2: CC(C)NC(=O)C1=CC=C(C=C1)CNNC.Cl. Cell line: MDA-MB-435. Synergy scores: CSS=-3.60, Synergy_ZIP=-0.241, Synergy_Bliss=-2.21, Synergy_Loewe=-7.73, Synergy_HSA=-6.85. (2) Drug 1: CC1=C(C(=CC=C1)Cl)NC(=O)C2=CN=C(S2)NC3=CC(=NC(=N3)C)N4CCN(CC4)CCO. Drug 2: C1=CC=C(C(=C1)C(C2=CC=C(C=C2)Cl)C(Cl)Cl)Cl. Cell line: SW-620. Synergy scores: CSS=1.39, Synergy_ZIP=-0.988, Synergy_Bliss=0.225, Synergy_Loewe=-1.77, Synergy_HSA=-0.110. (3) Drug 1: CN1C(=O)N2C=NC(=C2N=N1)C(=O)N. Drug 2: CC12CCC3C(C1CCC2O)C(CC4=C3C=CC(=C4)O)CCCCCCCCCS(=O)CCCC(C(F)(F)F)(F)F. Cell line: HOP-92. Synergy scores: CSS=3.81, Synergy_ZIP=-1.29, Synergy_Bliss=0.326, Synergy_Loewe=1.34, Synergy_HSA=0.431. (4) Drug 1: C1CC(=O)NC(=O)C1N2CC3=C(C2=O)C=CC=C3N. Drug 2: C(CC(=O)O)C(=O)CN.Cl. Cell line: MOLT-4. Synergy scores: CSS=-2.86, Synergy_ZIP=-7.75, Synergy_Bliss=-15.8, Synergy_Loewe=-33.2, Synergy_HSA=-19.0. (5) Cell line: SF-268. Drug 1: CC1C(C(=O)NC(C(=O)N2CCCC2C(=O)N(CC(=O)N(C(C(=O)O1)C(C)C)C)C)C(C)C)NC(=O)C3=C4C(=C(C=C3)C)OC5=C(C(=O)C(=C(C5=N4)C(=O)NC6C(OC(=O)C(N(C(=O)CN(C(=O)C7CCCN7C(=O)C(NC6=O)C(C)C)C)C)C(C)C)C)N)C. Synergy scores: CSS=21.6, Synergy_ZIP=-13.7, Synergy_Bliss=-7.70, Synergy_Loewe=-14.3, Synergy_HSA=-3.54. Drug 2: C1CN(CCN1C(=O)CCBr)C(=O)CCBr.